Dataset: Full USPTO retrosynthesis dataset with 1.9M reactions from patents (1976-2016). Task: Predict the reactants needed to synthesize the given product. (1) The reactants are: [CH3:1][CH:2](/[CH:8]=[CH:9]/[CH:10]=[C:11]([CH3:18])[CH2:12][CH2:13][CH:14]=[C:15]([CH3:17])[CH3:16])[CH:3](OC)[O:4]C.C1COCC1.CC1C=CC(S(O)(=O)=O)=CC=1.C([O-])(O)=O.[Na+]. Given the product [CH3:1][CH:2]([CH:8]=[CH:9][CH:10]=[C:11]([CH3:18])[CH2:12][CH2:13][CH:14]=[C:15]([CH3:17])[CH3:16])[CH:3]=[O:4], predict the reactants needed to synthesize it. (2) Given the product [Br:10][C:2]1[S:1][C:5]2[C:6](=[O:9])[NH:7][CH2:8][C:4]=2[CH:3]=1, predict the reactants needed to synthesize it. The reactants are: [S:1]1[C:5]2[C:6](=[O:9])[NH:7][CH2:8][C:4]=2[CH:3]=[CH:2]1.[Br:10]Br. (3) Given the product [CH2:1]([O:8][C:9]1[C:10](=[O:35])[CH:11]=[C:12]([C:29](=[O:34])[C:30]([CH3:31])([CH3:32])[CH3:33])[N:13]2[CH2:18][CH2:17][N:16]([CH2:19][C:20]3[CH:25]=[CH:24][C:23]([Cl:26])=[C:22]([Cl:27])[CH:21]=3)[C:15](=[O:28])[C:14]=12)[C:2]1[CH:7]=[CH:6][CH:5]=[CH:4][CH:3]=1, predict the reactants needed to synthesize it. The reactants are: [CH2:1]([O:8][C:9]1[C:10](=[O:35])[CH:11]=[C:12]([CH:29]([OH:34])[C:30]([CH3:33])([CH3:32])[CH3:31])[N:13]2[CH2:18][CH2:17][N:16]([CH2:19][C:20]3[CH:25]=[CH:24][C:23]([Cl:26])=[C:22]([Cl:27])[CH:21]=3)[C:15](=[O:28])[C:14]=12)[C:2]1[CH:7]=[CH:6][CH:5]=[CH:4][CH:3]=1.CC(OI1(OC(C)=O)(OC(C)=O)OC(=O)C2C=CC=CC1=2)=O.C(=O)([O-])O.[Na+].S([O-])([O-])=O.[Na+].[Na+]. (4) Given the product [B:22]([C:9]1[NH:8][C:16]2[C:11]([CH:10]=1)=[CH:12][C:13]([C:17]([O:19][CH2:20][CH3:21])=[O:18])=[CH:14][CH:15]=2)([OH:27])[OH:23], predict the reactants needed to synthesize it. The reactants are: C([N:8]1[C:16]2[C:11](=[CH:12][C:13]([C:17]([O:19][CH2:20][CH3:21])=[O:18])=[CH:14][CH:15]=2)[CH:10]=[CH:9]1)(OC(C)(C)C)=O.[B:22](OC(C)C)([O:27]C(C)C)[O:23]C(C)C.[Li+].CC([N-]C(C)C)C.Cl. (5) Given the product [C:1]([Si:5]([C:14]1[CH:19]=[CH:18][CH:17]=[CH:16][CH:15]=1)([C:20]1[CH:25]=[CH:24][CH:23]=[CH:22][CH:21]=1)[O:6][CH2:7][C@H:8]([CH3:13])[C:9]([OH:11])=[O:10])([CH3:2])([CH3:3])[CH3:4], predict the reactants needed to synthesize it. The reactants are: [C:1]([Si:5]([C:20]1[CH:25]=[CH:24][CH:23]=[CH:22][CH:21]=1)([C:14]1[CH:19]=[CH:18][CH:17]=[CH:16][CH:15]=1)[O:6][CH2:7][C@H:8]([CH3:13])[C:9]([O:11]C)=[O:10])([CH3:4])([CH3:3])[CH3:2].[OH-].[Na+]. (6) Given the product [CH2:1]([O:8][C:9]([N:11]1[CH2:16][CH:15]2[CH:13]([CH:14]2[NH2:17])[CH2:12]1)=[O:10])[C:2]1[CH:3]=[CH:4][CH:5]=[CH:6][CH:7]=1, predict the reactants needed to synthesize it. The reactants are: [CH2:1]([O:8][C:9]([N:11]1[CH2:16][CH:15]2[CH:13]([CH:14]2[NH:17]C(OC(C)(C)C)=O)[CH2:12]1)=[O:10])[C:2]1[CH:7]=[CH:6][CH:5]=[CH:4][CH:3]=1.Cl.C(=O)(O)[O-].[Na+]. (7) Given the product [F:28][C:12]1[CH:13]=[C:14]([N+:17]([O-:38])=[O:30])[CH:15]=[CH:16][C:11]=1[CH:9]=[CH2:8], predict the reactants needed to synthesize it. The reactants are: CC1(C)OC2C[CH2:8][CH:9]([C:11]3[CH:16]=[CH:15][C:14]([N:17]4CC(CNC(=O)C)OC4=O)=[CH:13][C:12]=3[F:28])CC2O1.[OH2:30].C1(C)C=CC(S(O)(=O)=[O:38])=CC=1.